This data is from Full USPTO retrosynthesis dataset with 1.9M reactions from patents (1976-2016). The task is: Predict the reactants needed to synthesize the given product. (1) Given the product [Br:42][CH2:27][C:2]([C@@H:4]1[CH2:9][CH2:8][CH2:7][N:6]([C:10]([O:12][CH2:13][CH:14]2[C:26]3[CH:25]=[CH:24][CH:23]=[CH:22][C:21]=3[C:20]3[C:15]2=[CH:16][CH:17]=[CH:18][CH:19]=3)=[O:11])[CH2:5]1)=[O:3], predict the reactants needed to synthesize it. The reactants are: Cl[C:2]([C@@H:4]1[CH2:9][CH2:8][CH2:7][N:6]([C:10]([O:12][CH2:13][CH:14]2[C:26]3[CH:25]=[CH:24][CH:23]=[CH:22][C:21]=3[C:20]3[C:15]2=[CH:16][CH:17]=[CH:18][CH:19]=3)=[O:11])[CH2:5]1)=[O:3].[CH3:27][Si](C=[N+]=[N-])(C)C.C1COCC1.CC#N.[BrH:42]. (2) The reactants are: [CH2:1]([NH2:5])[CH2:2][CH2:3][CH3:4].C=O.Cl.[CH2:9](O)C.[CH2:12]([N:14]([CH2:29][CH3:30])[C:15]1[CH:20]=[CH:19][C:18]([C:21]([C:23]2[CH:28]=[CH:27][CH:26]=[CH:25][N:24]=2)=O)=[CH:17][CH:16]=1)[CH3:13].[C:31]1([B-:37]([C:50]2[CH:55]=[CH:54][CH:53]=[CH:52][CH:51]=2)([C:44]2[CH:49]=[CH:48][CH:47]=[CH:46][CH:45]=2)[C:38]2[CH:43]=[CH:42][CH:41]=[CH:40][CH:39]=2)[CH:36]=[CH:35][CH:34]=[CH:33][CH:32]=1.[Na+]. Given the product [C:50]1([B-:37]([C:31]2[CH:32]=[CH:33][CH:34]=[CH:35][CH:36]=2)([C:38]2[CH:39]=[CH:40][CH:41]=[CH:42][CH:43]=2)[C:44]2[CH:49]=[CH:48][CH:47]=[CH:46][CH:45]=2)[CH:51]=[CH:52][CH:53]=[CH:54][CH:55]=1.[CH2:1]([N:5]1[C:21]([C:18]2[CH:19]=[CH:20][C:15]([N:14]([CH2:29][CH3:30])[CH2:12][CH3:13])=[CH:16][CH:17]=2)=[C:23]2[CH:28]=[CH:27][CH:26]=[CH:25][N+:24]2=[CH:9]1)[CH2:2][CH2:3][CH3:4], predict the reactants needed to synthesize it. (3) Given the product [Cl:1][C:2]1[C:3]2[N:4]([C:10]([C@H:12]3[CH2:17][N:16]([C:18]([O:20][C:21]([CH3:22])([CH3:24])[CH3:23])=[O:19])[CH2:15][CH2:14][N:13]3[C:25]([O:27][C:28]([CH3:29])([CH3:31])[CH3:30])=[O:26])=[N:9][CH:8]=2)[CH:5]=[CH:6][N:7]=1, predict the reactants needed to synthesize it. The reactants are: [Cl:1][C:2]1[C:3]([CH2:8][NH:9][C:10]([C@H:12]2[CH2:17][N:16]([C:18]([O:20][C:21]([CH3:24])([CH3:23])[CH3:22])=[O:19])[CH2:15][CH2:14][N:13]2[C:25]([O:27][C:28]([CH3:31])([CH3:30])[CH3:29])=[O:26])=O)=[N:4][CH:5]=[CH:6][N:7]=1.O=P(Cl)(Cl)Cl.CN(C=O)C.[NH4+].[OH-]. (4) Given the product [CH2:1]1[C:9]2[C:4](=[CH:5][CH:6]=[CH:7][CH:8]=2)[CH2:3][CH:2]1[C@H:10]1[NH:15][C:14](=[O:16])[C@@H:13]([CH:17]([CH2:20][CH3:21])[CH2:18][CH3:19])[N:12]([CH2:22][C:23]2[CH:28]=[CH:27][CH:26]=[CH:25][C:24]=2[SH:29])[C:11]1=[O:34], predict the reactants needed to synthesize it. The reactants are: [CH2:1]1[C:9]2[C:4](=[CH:5][CH:6]=[CH:7][CH:8]=2)[CH2:3][CH:2]1[C@H:10]1[NH:15][C:14](=[O:16])[C@@H:13]([CH:17]([CH2:20][CH3:21])[CH2:18][CH3:19])[N:12]([CH2:22][C:23]2[CH:28]=[CH:27][CH:26]=[CH:25][C:24]=2[S:29]C(C)(C)C)[C:11]1=[O:34].[N+](C1C=CC=CC=1SCl)([O-])=O. (5) The reactants are: Cl.[NH2:2][OH:3].[OH-].[K+].NO.[O:8]=[C:9]1[C:18]2[C:13](=[CH:14][CH:15]=[C:16]([C:19]([O:21]C)=O)[CH:17]=2)[CH:12]=[CH:11][NH:10]1.C(O)(=O)C. Given the product [OH:3][NH:2][C:19]([C:16]1[CH:17]=[C:18]2[C:13]([CH:12]=[CH:11][NH:10][C:9]2=[O:8])=[CH:14][CH:15]=1)=[O:21], predict the reactants needed to synthesize it.